Dataset: NCI-60 drug combinations with 297,098 pairs across 59 cell lines. Task: Regression. Given two drug SMILES strings and cell line genomic features, predict the synergy score measuring deviation from expected non-interaction effect. Drug 1: CC1C(C(CC(O1)OC2CC(OC(C2O)C)OC3=CC4=CC5=C(C(=O)C(C(C5)C(C(=O)C(C(C)O)O)OC)OC6CC(C(C(O6)C)O)OC7CC(C(C(O7)C)O)OC8CC(C(C(O8)C)O)(C)O)C(=C4C(=C3C)O)O)O)O. Drug 2: CCCCC(=O)OCC(=O)C1(CC(C2=C(C1)C(=C3C(=C2O)C(=O)C4=C(C3=O)C=CC=C4OC)O)OC5CC(C(C(O5)C)O)NC(=O)C(F)(F)F)O. Cell line: OVCAR-4. Synergy scores: CSS=47.8, Synergy_ZIP=2.99, Synergy_Bliss=2.93, Synergy_Loewe=0.399, Synergy_HSA=2.10.